From a dataset of Forward reaction prediction with 1.9M reactions from USPTO patents (1976-2016). Predict the product of the given reaction. (1) Given the reactants [H-].[Na+].[N+:3]([C:6]1[CH:14]=[C:13]2[C:9]([CH:10]=[CH:11][NH:12]2)=[CH:8][CH:7]=1)([O-:5])=[O:4].Br[CH2:16][C:17]([O:19][C:20]([CH3:23])([CH3:22])[CH3:21])=[O:18].[Cl-].[NH4+], predict the reaction product. The product is: [N+:3]([C:6]1[CH:14]=[C:13]2[C:9]([CH:10]=[CH:11][N:12]2[CH2:16][C:17]([O:19][C:20]([CH3:23])([CH3:22])[CH3:21])=[O:18])=[CH:8][CH:7]=1)([O-:5])=[O:4]. (2) Given the reactants I[C:2]1[C:10]2[C:5](=[CH:6][CH:7]=[C:8]([N:11]([S:19]([C:22]3[CH:27]=[CH:26][CH:25]=[CH:24][C:23]=3[S:28]([CH3:31])(=[O:30])=[O:29])(=[O:21])=[O:20])C(OC(C)(C)C)=O)[CH:9]=2)[N:4](C(OC(C)(C)C)=O)[N:3]=1.[N+:39]([C:42]1[CH:47]=[CH:46][CH:45]=[CH:44][C:43]=1B(O)O)([O-:41])=[O:40].C(=O)([O-])O.[Na+].CN(C)C=O, predict the reaction product. The product is: [N+:39]([C:42]1[CH:47]=[CH:46][CH:45]=[CH:44][C:43]=1[C:2]1[C:10]2[C:5](=[CH:6][CH:7]=[C:8]([NH:11][S:19]([C:22]3[CH:27]=[CH:26][CH:25]=[CH:24][C:23]=3[S:28]([CH3:31])(=[O:30])=[O:29])(=[O:20])=[O:21])[CH:9]=2)[NH:4][N:3]=1)([O-:41])=[O:40]. (3) Given the reactants [CH3:1][CH2:2][N:3]([CH2:6][CH2:7][NH:8][C:9]([C:11]1[C:15]([CH3:16])=[C:14](/[CH:17]=[C:18]2/[C:19]3[CH:24]=[C:23]([F:25])[CH:22]=[CH:21][C:20]=3[NH:26][C:27]/2=[O:28])[NH:13][C:12]=1[CH3:29])=[O:10])[CH2:4][CH3:5].[C:30]([OH:38])(=[O:37])[CH:31]([CH2:33][C:34]([OH:36])=[O:35])[OH:32].C1(C)C=CC=CC=1, predict the reaction product. The product is: [CH3:1][CH2:2][N:3]([CH2:6][CH2:7][NH:8][C:9]([C:11]1[C:15]([CH3:16])=[C:14](/[CH:17]=[C:18]2/[C:19]3[CH:24]=[C:23]([F:25])[CH:22]=[CH:21][C:20]=3[NH:26][C:27]/2=[O:28])[NH:13][C:12]=1[CH3:29])=[O:10])[CH2:4][CH3:5].[CH2:33]([C:34]([OH:36])=[O:35])[C@H:31]([OH:32])[C:30]([OH:38])=[O:37]. (4) The product is: [C:1]([O:5][C:6]([N:8]([CH2:33][CH:34]1[CH2:36][CH2:35]1)[C:9]1[N:14]=[CH:13][C:12]([O:15][C:16]2[CH:17]=[C:18]([CH:23]=[C:24]([O:26][CH:27]([CH3:28])[CH3:29])[CH:25]=2)[C:19]([OH:21])=[O:20])=[CH:11][CH:10]=1)=[O:7])([CH3:2])([CH3:4])[CH3:3]. Given the reactants [C:1]([O:5][C:6]([NH:8][C:9]1[N:14]=[CH:13][C:12]([O:15][C:16]2[CH:17]=[C:18]([CH:23]=[C:24]([O:26][CH:27]([CH3:29])[CH3:28])[CH:25]=2)[C:19]([O:21]C)=[O:20])=[CH:11][CH:10]=1)=[O:7])([CH3:4])([CH3:3])[CH3:2].[H-].[Na+].Br[CH2:33][CH:34]1[CH2:36][CH2:35]1.C(O)(=O)CC(CC(O)=O)(C(O)=O)O, predict the reaction product. (5) Given the reactants [CH3:1][O:2][C:3]1[CH:12]=[C:11]2[C:6]([C:7]([CH3:15])([CH3:14])[CH2:8][CH2:9][C:10]2=O)=[CH:5][C:4]=1[CH3:16].[C:17]([Mg]Cl)([CH3:20])([CH3:19])[CH3:18], predict the reaction product. The product is: [C:17]([C:10]1[C:11]2[C:6](=[CH:5][C:4]([CH3:16])=[C:3]([O:2][CH3:1])[CH:12]=2)[C:7]([CH3:15])([CH3:14])[CH2:8][CH:9]=1)([CH3:20])([CH3:19])[CH3:18]. (6) Given the reactants [CH3:1][O:2][C:3]1[CH:4]=[C:5]([NH:11][C:12]2[N:17]=[C:16]([N:18]3[C:22]([CH3:23])=[CH:21][C:20]([C:24]([F:27])([F:26])[F:25])=[N:19]3)[C:15]([C:28]3[CH:29]=[C:30]([C:34](O)=[O:35])[CH:31]=[N:32][CH:33]=3)=[CH:14][N:13]=2)[CH:6]=[C:7]([O:9][CH3:10])[CH:8]=1.CCN(CC)CC.CN(C(ON1N=NC2C=CC=NC1=2)=[N+](C)C)C.F[P-](F)(F)(F)(F)F.C1C=NC2N(O)N=NC=2C=1.Cl.[NH2:79][CH2:80][CH2:81][S:82]([CH3:85])(=[O:84])=[O:83], predict the reaction product. The product is: [CH3:1][O:2][C:3]1[CH:4]=[C:5]([NH:11][C:12]2[N:17]=[C:16]([N:18]3[C:22]([CH3:23])=[CH:21][C:20]([C:24]([F:25])([F:26])[F:27])=[N:19]3)[C:15]([C:28]3[CH:29]=[C:30]([C:34]([NH:79][CH2:80][CH2:81][S:82]([CH3:85])(=[O:84])=[O:83])=[O:35])[CH:31]=[N:32][CH:33]=3)=[CH:14][N:13]=2)[CH:6]=[C:7]([O:9][CH3:10])[CH:8]=1. (7) Given the reactants [NH2:1][C:2]1[N:7]=[C:6]([N:8]2[CH2:20][CH2:19][C:11]3([CH2:15][NH:14][C@H:13]([C:16]([OH:18])=[O:17])[CH2:12]3)[CH2:10][CH2:9]2)[CH:5]=[C:4]([O:21][C@H:22]([C:27]2[CH:32]=[C:31]([C:33]([O:35]CC)=[O:34])[CH:30]=[CH:29][C:28]=2[N:38]2[CH:42]=[CH:41][C:40]([CH3:43])=[N:39]2)[C:23]([F:26])([F:25])[F:24])[N:3]=1.[Li+].[OH-], predict the reaction product. The product is: [NH2:1][C:2]1[N:7]=[C:6]([N:8]2[CH2:20][CH2:19][C:11]3([CH2:15][NH:14][C@H:13]([C:16]([OH:18])=[O:17])[CH2:12]3)[CH2:10][CH2:9]2)[CH:5]=[C:4]([O:21][C@H:22]([C:27]2[CH:32]=[C:31]([C:33]([OH:35])=[O:34])[CH:30]=[CH:29][C:28]=2[N:38]2[CH:42]=[CH:41][C:40]([CH3:43])=[N:39]2)[C:23]([F:26])([F:25])[F:24])[N:3]=1. (8) Given the reactants Cl[C:2]1[C:7]([CH:8]=[O:9])=[CH:6][N:5]=[CH:4][CH:3]=1.[CH3:10][S:11][C:12]1[CH:17]=[CH:16][C:15]([SH:18])=[CH:14][CH:13]=1, predict the reaction product. The product is: [CH3:10][S:11][C:12]1[CH:17]=[CH:16][C:15]([S:18][C:2]2[C:7]([CH:8]=[O:9])=[CH:6][N:5]=[CH:4][CH:3]=2)=[CH:14][CH:13]=1.